From a dataset of Forward reaction prediction with 1.9M reactions from USPTO patents (1976-2016). Predict the product of the given reaction. (1) Given the reactants Br[CH2:2][CH2:3][C:4]([OH:6])=[O:5].[CH3:7][S:8](=[S:11])([O-:10])=[O:9].[Na+].C(OCC)(=O)C.CO, predict the reaction product. The product is: [CH3:7][S:8](=[S:11])([O:10][CH2:2][CH2:3][C:4]([OH:6])=[O:5])=[O:9]. (2) Given the reactants [CH3:1][C:2]1[C:11]2[C:6](=[CH:7][CH:8]=[C:9]([O:12][C@H:13]3[CH2:18][CH2:17][CH2:16][NH:15][CH2:14]3)[CH:10]=2)[C:5](=[O:19])[NH:4][CH:3]=1.OC1C=C2C(=CC=1)C(=O)NC=C2C.C(=O)([O-])[O-].[K+].[K+].[C:39]([O:43][C:44](N1CCC[C@@H](OS(C)(=O)=O)C1)=[O:45])([CH3:42])([CH3:41])[CH3:40], predict the reaction product. The product is: [C:39]([O:43][C:44]([N:15]1[CH2:16][CH2:17][CH2:18][C@H:13]([O:12][C:9]2[CH:10]=[C:11]3[C:6](=[CH:7][CH:8]=2)[C:5](=[O:19])[NH:4][CH:3]=[C:2]3[CH3:1])[CH2:14]1)=[O:45])([CH3:42])([CH3:41])[CH3:40]. (3) Given the reactants [CH2:1]([C@@H:4]1[CH2:9][C@H:8]([C:10]2[CH:15]=[CH:14][CH:13]=[C:12]([Cl:16])[CH:11]=2)[C@@H:7]([C:17]2[CH:22]=[CH:21][C:20]([Cl:23])=[CH:19][CH:18]=2)[NH:6][C:5]1=[O:24])[CH:2]=[CH2:3].[H-].[Na+].Br[CH:28]([CH2:33][CH3:34])[C:29]([O:31][CH3:32])=[O:30], predict the reaction product. The product is: [CH2:1]([C@@H:4]1[CH2:9][C@H:8]([C:10]2[CH:15]=[CH:14][CH:13]=[C:12]([Cl:16])[CH:11]=2)[C@@H:7]([C:17]2[CH:22]=[CH:21][C:20]([Cl:23])=[CH:19][CH:18]=2)[N:6]([C@@H:28]([CH2:33][CH3:34])[C:29]([O:31][CH3:32])=[O:30])[C:5]1=[O:24])[CH:2]=[CH2:3]. (4) Given the reactants C([N:8](CC1C=CC=CC=1)[C@H:9]1[CH2:14][CH2:13][C@H:12]([O:15][CH2:16][CH2:17][O:18][CH3:19])[CH2:11][CH2:10]1)C1C=CC=CC=1.[H][H], predict the reaction product. The product is: [CH3:19][O:18][CH2:17][CH2:16][O:15][C@H:12]1[CH2:13][CH2:14][C@H:9]([NH2:8])[CH2:10][CH2:11]1. (5) Given the reactants [CH2:1]([N:8]1[C:13](=[O:14])[C:12]([CH3:15])=[C:11]2[S:16][C:17]([C:19](O)=[O:20])=[CH:18][N:10]2[C:9]1=[O:22])[C:2]1[CH:7]=[CH:6][CH:5]=[CH:4][CH:3]=1.[NH2:23][CH2:24][C:25]1[CH:26]=[N:27][CH:28]=[CH:29][CH:30]=1.O.ON1C2C=CC=CC=2N=N1.[ClH:42].CN(C)CCCN=C=NCC, predict the reaction product. The product is: [ClH:42].[N:27]1[CH:28]=[CH:29][CH:30]=[C:25]([CH2:24][NH:23][C:19]([C:17]2[S:16][C:11]3[N:10]([C:9](=[O:22])[N:8]([CH2:1][C:2]4[CH:3]=[CH:4][CH:5]=[CH:6][CH:7]=4)[C:13](=[O:14])[C:12]=3[CH3:15])[CH:18]=2)=[O:20])[CH:26]=1. (6) Given the reactants [F:1][C:2]1[CH:7]=[CH:6][CH:5]=[CH:4][C:3]=1[N:8]1[CH2:13][CH2:12][N:11]([CH:14]2[CH2:19][CH:18]=[C:17]([C:20]3[CH:25]=[CH:24][CH:23]=[C:22]([O:26][CH3:27])[CH:21]=3)[CH2:16][CH2:15]2)[CH2:10][CH2:9]1, predict the reaction product. The product is: [F:1][C:2]1[CH:7]=[CH:6][CH:5]=[CH:4][C:3]=1[N:8]1[CH2:13][CH2:12][N:11]([C@H:14]2[CH2:19][CH2:18][C@H:17]([C:20]3[CH:25]=[CH:24][CH:23]=[C:22]([O:26][CH3:27])[CH:21]=3)[CH2:16][CH2:15]2)[CH2:10][CH2:9]1.